From a dataset of Full USPTO retrosynthesis dataset with 1.9M reactions from patents (1976-2016). Predict the reactants needed to synthesize the given product. (1) Given the product [C:24]([CH2:2][C:3]1[CH:23]=[CH:22][C:6]([CH2:7][CH:8]2[CH2:13][N:12]([CH3:14])[CH2:11][CH2:10][N:9]2[C:15]([O:17][C:18]([CH3:21])([CH3:20])[CH3:19])=[O:16])=[CH:5][CH:4]=1)#[N:26], predict the reactants needed to synthesize it. The reactants are: O[CH2:2][C:3]1[CH:23]=[CH:22][C:6]([CH2:7][CH:8]2[CH2:13][N:12]([CH3:14])[CH2:11][CH2:10][N:9]2[C:15]([O:17][C:18]([CH3:21])([CH3:20])[CH3:19])=[O:16])=[CH:5][CH:4]=1.[CH2:24]([N:26](CC)CC)C.CS(Cl)(=O)=O.[C-]#N.[Na+].C(=O)([O-])[O-].[Na+].[Na+]. (2) Given the product [CH2:1]([O:3][C:4](=[O:12])[CH2:5][CH:6]1[CH2:11][CH2:10][N:9]([C:13]([N:15]2[CH:19]=[CH:18][N:17]=[CH:16]2)=[O:14])[CH2:8][CH2:7]1)[CH3:2], predict the reactants needed to synthesize it. The reactants are: [CH2:1]([O:3][C:4](=[O:12])[CH2:5][CH:6]1[CH2:11][CH2:10][NH:9][CH2:8][CH2:7]1)[CH3:2].[C:13](N1C=CN=C1)([N:15]1[CH:19]=[CH:18][N:17]=[CH:16]1)=[O:14]. (3) The reactants are: C([O:5][C:6](=[O:39])[C@@H:7]([NH:28][C:29]([O:31][CH2:32][C:33]1[CH:38]=[CH:37][CH:36]=[CH:35][CH:34]=1)=[O:30])[CH2:8][NH:9][C:10]([C:12]1[S:13][C:14]([CH2:17][CH2:18][C:19](=[O:27])[NH:20][C:21]2[NH:22][CH2:23][CH2:24][CH2:25][N:26]=2)=[CH:15][CH:16]=1)=[O:11])(C)(C)C.FC(F)(F)C(O)=O. Given the product [CH2:32]([O:31][C:29]([NH:28][C@@H:7]([CH2:8][NH:9][C:10]([C:12]1[S:13][C:14]([CH2:17][CH2:18][C:19](=[O:27])[NH:20][C:21]2[NH:22][CH2:23][CH2:24][CH2:25][N:26]=2)=[CH:15][CH:16]=1)=[O:11])[C:6]([OH:39])=[O:5])=[O:30])[C:33]1[CH:34]=[CH:35][CH:36]=[CH:37][CH:38]=1, predict the reactants needed to synthesize it. (4) Given the product [C:1]([O:5][C:6]([N:8]1[CH2:13][CH2:12][C:11]([C:16]2[CH:17]=[CH:18][C:19]([Cl:22])=[CH:20][CH:21]=2)([O:14][CH3:15])[C:10]([OH:23])([CH3:24])[CH2:9]1)=[O:7])([CH3:4])([CH3:2])[CH3:3], predict the reactants needed to synthesize it. The reactants are: [C:1]([O:5][C:6]([N:8]1[CH2:13][CH2:12][C:11]([C:16]2[CH:21]=[CH:20][C:19]([Cl:22])=[CH:18][CH:17]=2)([O:14][CH3:15])[C:10](=[O:23])[CH2:9]1)=[O:7])([CH3:4])([CH3:3])[CH3:2].[CH3:24][Mg]Br. (5) Given the product [C:31]([C@@H:28]([O:29][CH3:30])[CH2:27][C:24]1[CH:23]=[CH:22][C:21]([O:20][CH2:19][CH2:18][CH2:17][O:16][C:13]2[CH:14]=[CH:15][C:10]([C:9]([OH:36])=[O:8])=[CH:11][CH:12]=2)=[CH:26][CH:25]=1)([OH:33])=[O:32], predict the reactants needed to synthesize it. The reactants are: C([O:8][C:9](=[O:36])[C:10]1[CH:15]=[CH:14][C:13]([O:16][CH2:17][CH2:18][CH2:19][O:20][C:21]2[CH:26]=[CH:25][C:24]([CH2:27][C@@H:28]([C:31]([O:33]CC)=[O:32])[O:29][CH3:30])=[CH:23][CH:22]=2)=[CH:12][CH:11]=1)C1C=CC=CC=1.[OH-].[Na+].